Dataset: Full USPTO retrosynthesis dataset with 1.9M reactions from patents (1976-2016). Task: Predict the reactants needed to synthesize the given product. (1) Given the product [Cl:1][C:2]1[CH:10]=[CH:9][C:8]2[N:7]([CH2:18][CH2:17][C:19]3[CH:20]=[CH:21][C:22]([C:25]([OH:27])=[O:26])=[N:23][CH:24]=3)[C:6]3[CH2:11][CH2:12][N:13]([CH3:16])[CH2:14][CH2:15][C:5]=3[C:4]=2[CH:3]=1, predict the reactants needed to synthesize it. The reactants are: [Cl:1][C:2]1[CH:10]=[CH:9][C:8]2[NH:7][C:6]3[CH2:11][CH2:12][N:13]([CH3:16])[CH2:14][CH2:15][C:5]=3[C:4]=2[CH:3]=1.[CH:17]([C:19]1[CH:20]=[CH:21][C:22]([C:25]([OH:27])=[O:26])=[N:23][CH:24]=1)=[CH2:18]. (2) Given the product [O:15]1[CH2:16][CH2:17][N:12]([C:3]2[CH:4]=[C:5]([C:8]([F:11])([F:10])[F:9])[CH:6]=[CH:7][C:2]=2[C:26]2[CH:35]=[CH:34][CH:33]=[C:32]3[C:27]=2[CH2:28][CH2:29][N:30]([S:36]([NH:39][C:40]2[S:44][N:43]=[CH:42][N:41]=2)(=[O:37])=[O:38])[CH2:31]3)[CH2:13][CH2:14]1, predict the reactants needed to synthesize it. The reactants are: Br[C:2]1[CH:7]=[CH:6][C:5]([C:8]([F:11])([F:10])[F:9])=[CH:4][C:3]=1[N:12]1[CH2:17][CH2:16][O:15][CH2:14][CH2:13]1.CC1(C)C(C)(C)OB([C:26]2[CH:35]=[CH:34][CH:33]=[C:32]3[C:27]=2[CH2:28][CH2:29][N:30]([S:36]([NH:39][C:40]2[S:44][N:43]=[CH:42][N:41]=2)(=[O:38])=[O:37])[CH2:31]3)O1.P([O-])([O-])([O-])=O.[K+].[K+].[K+]. (3) Given the product [N+:18]([C:14]1[CH:13]=[C:12]([C:10]2[S:11][C:4]3=[N:3][C:2]([N:24]4[CH2:23][CH2:22][N:21]([C:27]([O:29][C:30]([CH3:33])([CH3:32])[CH3:31])=[O:28])[CH2:26][CH2:25]4)=[CH:7][C:6](=[O:8])[N:5]3[N:9]=2)[CH:17]=[CH:16][CH:15]=1)([O-:20])=[O:19], predict the reactants needed to synthesize it. The reactants are: Cl[C:2]1[N:3]=[C:4]2[S:11][C:10]([C:12]3[CH:17]=[CH:16][CH:15]=[C:14]([N+:18]([O-:20])=[O:19])[CH:13]=3)=[N:9][N:5]2[C:6](=[O:8])[CH:7]=1.[N:21]1([C:27]([O:29][C:30]([CH3:33])([CH3:32])[CH3:31])=[O:28])[CH2:26][CH2:25][NH:24][CH2:23][CH2:22]1.CCN(C(C)C)C(C)C. (4) The reactants are: Br[C:2]1[CH:3]=[C:4]([CH:26]=[CH:27][CH:28]=1)[CH:5]=[C:6]1[CH2:11][CH2:10][N:9]([CH2:12][CH2:13][O:14][C:15]2[CH:24]=[CH:23][CH:22]=[C:21]3[C:16]=2[CH:17]=[CH:18][C:19]([CH3:25])=[N:20]3)[CH2:8][CH2:7]1.[C:29]1(B(O)O)[CH:34]=[CH:33][CH:32]=[CH:31][CH:30]=1. Given the product [C:2]1([C:29]2[CH:34]=[CH:33][CH:32]=[CH:31][CH:30]=2)[CH:28]=[CH:27][CH:26]=[C:4]([CH:5]=[C:6]2[CH2:11][CH2:10][N:9]([CH2:12][CH2:13][O:14][C:15]3[CH:24]=[CH:23][CH:22]=[C:21]4[C:16]=3[CH:17]=[CH:18][C:19]([CH3:25])=[N:20]4)[CH2:8][CH2:7]2)[CH:3]=1, predict the reactants needed to synthesize it.